Dataset: Forward reaction prediction with 1.9M reactions from USPTO patents (1976-2016). Task: Predict the product of the given reaction. (1) The product is: [F:1][C:2]1[CH:3]=[C:4]2[C:8](=[CH:9][CH:10]=1)[NH:7][CH:6]=[C:5]2[CH2:11][CH:12]([NH:15][C:16](=[O:28])[C:17]1[CH:22]=[C:21]([C:31]#[C:30][CH2:29][OH:32])[CH:20]=[CH:19][C:18]=1[O:24][CH2:25][CH2:26][CH3:27])[CH2:13][OH:14]. Given the reactants [F:1][C:2]1[CH:3]=[C:4]2[C:8](=[CH:9][CH:10]=1)[NH:7][CH:6]=[C:5]2[CH2:11][CH:12]([NH:15][C:16](=[O:28])[C:17]1[CH:22]=[C:21](I)[CH:20]=[CH:19][C:18]=1[O:24][CH2:25][CH2:26][CH3:27])[CH2:13][OH:14].[CH2:29]([OH:32])[C:30]#[CH:31].CCCC[N+](CCCC)(CCCC)CCCC.[F-], predict the reaction product. (2) Given the reactants [C:1](Cl)(=[O:8])[C:2]1[CH:7]=[CH:6][CH:5]=[CH:4][CH:3]=1.[CH3:10][C:11]1[S:12][CH:13]=[CH:14][C:15]=1[CH3:16].[Cl-].[Cl-].[Cl-].[Al+3].O, predict the reaction product. The product is: [CH3:10][C:11]1[S:12][C:13]([C:1](=[O:8])[C:2]2[CH:7]=[CH:6][CH:5]=[CH:4][CH:3]=2)=[CH:14][C:15]=1[CH3:16].